This data is from Reaction yield outcomes from USPTO patents with 853,638 reactions. The task is: Predict the reaction yield, written as a fraction of the theoretical maximum amount of product (1.0 means a 100% yield; for example, 0.34 means a 34% yield). The reactants are [N:1]1[C:10]2[C:5](=[CH:6][CH:7]=[CH:8][CH:9]=2)[CH:4]=[CH:3][C:2]=1[CH2:11][O:12][C:13]1[CH:18]=[CH:17][C:16]([CH2:19][C:20](OCC)=[O:21])=[CH:15][CH:14]=1.[OH:25]C(C)(C)C(OC)=O.[CH3:33][C:34]([O-:37])([CH3:36])[CH3:35].[K+].Cl. The catalyst is C1COCC1.O. The product is [OH:25][C:33]1[C:34]([CH3:36])([CH3:35])[O:37][C:20](=[O:21])[C:19]=1[C:16]1[CH:15]=[CH:14][C:13]([O:12][CH2:11][C:2]2[CH:3]=[CH:4][C:5]3[C:10](=[CH:9][CH:8]=[CH:7][CH:6]=3)[N:1]=2)=[CH:18][CH:17]=1. The yield is 0.450.